This data is from Reaction yield outcomes from USPTO patents with 853,638 reactions. The task is: Predict the reaction yield, written as a fraction of the theoretical maximum amount of product (1.0 means a 100% yield; for example, 0.34 means a 34% yield). (1) The product is [OH:1][C:2]1[CH:3]=[C:4]([CH2:5][CH2:6][C:7]([NH:29][C:30]2[CH:31]=[CH:32][C:33]([C:34]([O:36][CH3:37])=[O:35])=[CH:38][CH:39]=2)=[O:9])[CH:10]=[CH:11][C:12]=1[OH:13]. The reactants are [OH:1][C:2]1[CH:3]=[C:4]([CH:10]=[CH:11][C:12]=1[OH:13])[CH2:5][CH2:6][C:7]([OH:9])=O.CN1CCOCC1.C(OC(Cl)=O)C(C)C.[NH2:29][C:30]1[CH:39]=[CH:38][C:33]([C:34]([O:36][CH3:37])=[O:35])=[CH:32][CH:31]=1. The yield is 0.220. The catalyst is C1COCC1. (2) The reactants are [F:1][C:2]([F:11])([F:10])[C:3]1[C:4]([NH2:9])=[N:5][CH:6]=[CH:7][CH:8]=1.O.[CH3:13][O:14][C:15]1[CH:16]=[C:17]([C:21]([CH:23]=O)=O)[CH:18]=[CH:19][CH:20]=1.[Cl:25]CCl. No catalyst specified. The product is [Cl:25][C:23]1[N:9]=[C:4]2[C:3]([C:2]([F:1])([F:10])[F:11])=[CH:8][CH:7]=[CH:6][N:5]2[C:21]=1[C:17]1[CH:18]=[CH:19][CH:20]=[C:15]([O:14][CH3:13])[CH:16]=1. The yield is 0.560. (3) The reactants are Cl[C:2]1[C:11]2[C:6](=[CH:7][C:8]([C:12]([O:14][CH3:15])=[O:13])=[CH:9][CH:10]=2)[N:5]=[CH:4][N:3]=1.[F:16][C:17]([F:27])([F:26])[O:18][C:19]1[CH:25]=[CH:24][C:22]([NH2:23])=[CH:21][CH:20]=1. The catalyst is C(O)(CC)C. The product is [F:16][C:17]([F:26])([F:27])[O:18][C:19]1[CH:20]=[CH:21][C:22]([NH:23][C:2]2[C:11]3[C:6](=[CH:7][C:8]([C:12]([O:14][CH3:15])=[O:13])=[CH:9][CH:10]=3)[N:5]=[CH:4][N:3]=2)=[CH:24][CH:25]=1. The yield is 0.910. (4) The reactants are [CH3:1][C:2]1[CH:7]=[C:6]([O:8]C2CCCCO2)[CH:5]=[C:4]([CH3:15])[C:3]=1[C:16]1[CH:21]=[CH:20][CH:19]=[C:18]([CH:22]=[O:23])[CH:17]=1.[BH4-].[Na+].[C:26]([OH:38])(=O)[CH2:27][C:28]([CH2:33][C:34](O)=O)(C(O)=O)O. The catalyst is COCCOC.O1CCCC1. The product is [CH3:15][C:4]1[CH:5]=[C:6]([OH:8])[CH:7]=[C:2]([CH3:1])[C:3]=1[C:16]1[CH:21]=[CH:20][CH:19]=[C:18]([CH2:22][O:23][CH:26]2[CH2:27][CH2:28][CH2:33][CH2:34][O:38]2)[CH:17]=1. The yield is 0.360. (5) The reactants are [Cl-].[CH3:2][O:3][CH2:4][P+](C1C=CC=CC=1)(C1C=CC=CC=1)C1C=CC=CC=1.[CH3:24]C(C)([O-])C.[K+].[CH3:30][O:31][CH2:32][O:33][C:34]1[CH:35]=[C:36]([C:40]2[N:41]=[C:42]([N:52]3[CH2:57][CH2:56][O:55][CH2:54][CH2:53]3)[C:43]3[N:49]=[CH:48][C:47](C=O)=[CH:46][C:44]=3[N:45]=2)[CH:37]=[CH:38][CH:39]=1.O. The catalyst is O1CCCC1. The product is [CH3:2][O:3][CH:4]=[CH:24][C:47]1[CH:48]=[N:49][C:43]2[C:42]([N:52]3[CH2:53][CH2:54][O:55][CH2:56][CH2:57]3)=[N:41][C:40]([C:36]3[CH:37]=[CH:38][CH:39]=[C:34]([O:33][CH2:32][O:31][CH3:30])[CH:35]=3)=[N:45][C:44]=2[CH:46]=1. The yield is 0.800. (6) The reactants are [C:9](O[C:9]([O:11][C:12]([CH3:15])([CH3:14])[CH3:13])=[O:10])([O:11][C:12]([CH3:15])([CH3:14])[CH3:13])=[O:10].[CH2:16]([N:23]([CH2:36][C:37]1[CH:42]=[CH:41][CH:40]=[CH:39][CH:38]=1)[C:24]1[CH:25]=[C:26]2[C:31](=[C:32]([F:34])[CH:33]=1)[C:30]([NH2:35])=[N:29][CH:28]=[CH:27]2)[C:17]1[CH:22]=[CH:21][CH:20]=[CH:19][CH:18]=1. The catalyst is CN(C1C=CN=CC=1)C.C(#N)C. The product is [CH2:36]([N:23]([CH2:16][C:17]1[CH:18]=[CH:19][CH:20]=[CH:21][CH:22]=1)[C:24]1[CH:25]=[C:26]2[C:31](=[C:32]([F:34])[CH:33]=1)[C:30]([N:35]([C:9]([O:11][C:12]([CH3:13])([CH3:14])[CH3:15])=[O:10])[C:9]([O:11][C:12]([CH3:15])([CH3:14])[CH3:13])=[O:10])=[N:29][CH:28]=[CH:27]2)[C:37]1[CH:42]=[CH:41][CH:40]=[CH:39][CH:38]=1. The yield is 0.700. (7) The reactants are [C:1]([N:5]1[CH:10]=[CH:9][C:8]([CH3:12])([CH3:11])[CH2:7][CH2:6]1)([CH3:4])([CH3:3])[CH3:2].C(N(CC)CC)C.[Br:20][C:21]1[CH:29]=[CH:28][C:24]([C:25](Cl)=[O:26])=[CH:23][CH:22]=1. The catalyst is C(Cl)Cl. The product is [Br:20][C:21]1[CH:29]=[CH:28][C:24]([C:25]([C:9]2[C:8]([CH3:12])([CH3:11])[CH2:7][CH2:6][N:5]([C:1]([CH3:4])([CH3:2])[CH3:3])[CH:10]=2)=[O:26])=[CH:23][CH:22]=1. The yield is 0.260.